From a dataset of Reaction yield outcomes from USPTO patents with 853,638 reactions. Predict the reaction yield, written as a fraction of the theoretical maximum amount of product (1.0 means a 100% yield; for example, 0.34 means a 34% yield). (1) The reactants are [O:1]1[C:6]2[CH:7]=[CH:8][CH:9]=[C:10]([C:11]([C:13]3[N:14]=[CH:15][N:16]([C:18]([C:31]4[CH:36]=[CH:35][CH:34]=[CH:33][CH:32]=4)([C:25]4[CH:30]=[CH:29][CH:28]=[CH:27][CH:26]=4)[C:19]4[CH:24]=[CH:23][CH:22]=[CH:21][CH:20]=4)[CH:17]=3)=[O:12])[C:5]=2[O:4][CH2:3][CH2:2]1.[CH3:37][Mg+].[Br-]. The catalyst is C1COCC1.CCOCC. The product is [O:1]1[C:6]2[CH:7]=[CH:8][CH:9]=[C:10]([C:11]([C:13]3[N:14]=[CH:15][N:16]([C:18]([C:31]4[CH:36]=[CH:35][CH:34]=[CH:33][CH:32]=4)([C:19]4[CH:24]=[CH:23][CH:22]=[CH:21][CH:20]=4)[C:25]4[CH:26]=[CH:27][CH:28]=[CH:29][CH:30]=4)[CH:17]=3)([OH:12])[CH3:37])[C:5]=2[O:4][CH2:3][CH2:2]1. The yield is 0.980. (2) The reactants are C(Cl)(=O)C(Cl)=O.[C:7]([C:9]([CH3:32])([CH:13]([C:24]1[CH:29]=[CH:28][CH:27]=[CH:26][C:25]=1[O:30][CH3:31])[C:14]1[C:23]2[C:18](=[CH:19][CH:20]=[CH:21][CH:22]=2)[N:17]=[CH:16][CH:15]=1)[C:10](O)=[O:11])#[N:8].Cl.[F:34][C:35]([F:49])([F:48])[C:36]1[CH:37]=[C:38]([CH:42]2[CH2:47][CH2:46][NH2+:45][CH2:44][CH2:43]2)[CH:39]=[CH:40][CH:41]=1.C(N(CC)CC)C. The catalyst is ClCCl.CO.CN(C=O)C. The product is [CH3:31][O:30][C:25]1[CH:26]=[CH:27][CH:28]=[CH:29][C:24]=1[CH:13]([C:14]1[C:23]2[C:18](=[CH:19][CH:20]=[CH:21][CH:22]=2)[N:17]=[CH:16][CH:15]=1)[C:9]([CH3:32])([C:10]([N:45]1[CH2:46][CH2:47][CH:42]([C:38]2[CH:39]=[CH:40][CH:41]=[C:36]([C:35]([F:34])([F:48])[F:49])[CH:37]=2)[CH2:43][CH2:44]1)=[O:11])[C:7]#[N:8]. The yield is 0.970. (3) The reactants are [C:1]([N:4]1[C:12]2[C:7](=[CH:8][CH:9]=[C:10]([NH2:13])[CH:11]=2)[CH2:6][CH2:5]1)(=[O:3])[CH3:2].OC1C=C(N[C:23]2[C:28]3=[CH:29][C:30](C)=[CH:31][N:27]3[N:26]=[CH:25][N:24]=2)C=CC=1C. The catalyst is C(O)(C)C.C(Cl)Cl. The product is [N:26]1[N:27]2[CH:31]=[CH:30][CH:29]=[C:28]2[C:23]([NH:13][C:10]2[CH:11]=[C:12]3[C:7]([CH2:6][CH2:5][N:4]3[C:1](=[O:3])[CH3:2])=[CH:8][CH:9]=2)=[N:24][CH:25]=1. The yield is 0.0400. (4) The product is [F:1][C:2]1[CH:3]=[C:4]([CH:9]2[C:10]3[O:14][C:18](=[O:19])[NH:17][C:15](=[O:16])[C:11]=3[CH2:12][CH2:13]2)[CH:5]=[CH:6][C:7]=1[F:8]. The yield is 0.518. The catalyst is C(OCC)(=O)C. The reactants are [F:1][C:2]1[CH:3]=[C:4]([CH:9]2[CH2:13][CH2:12][CH2:11][C:10]2=[O:14])[CH:5]=[CH:6][C:7]=1[F:8].[C:15](Cl)([N:17]=[C:18]=[O:19])=[O:16]. (5) The reactants are Cl[C:2]1[CH:11]=[C:10]([Cl:12])[C:9]2[C:8](=[O:13])[CH2:7][CH2:6][CH2:5][C:4]=2[N:3]=1.[CH2:14]([C:16]1[CH:21]=[CH:20][CH:19]=[C:18]([CH2:22][CH3:23])[C:17]=1B(O)O)[CH3:15].C([O-])([O-])=O.[Na+].[Na+]. The catalyst is C1C=CC([P]([Pd]([P](C2C=CC=CC=2)(C2C=CC=CC=2)C2C=CC=CC=2)([P](C2C=CC=CC=2)(C2C=CC=CC=2)C2C=CC=CC=2)[P](C2C=CC=CC=2)(C2C=CC=CC=2)C2C=CC=CC=2)(C2C=CC=CC=2)C2C=CC=CC=2)=CC=1.C1(C)C=CC=CC=1. The product is [Cl:12][C:10]1[C:9]2[C:8](=[O:13])[CH2:7][CH2:6][CH2:5][C:4]=2[N:3]=[C:2]([C:17]2[C:18]([CH2:22][CH3:23])=[CH:19][CH:20]=[CH:21][C:16]=2[CH2:14][CH3:15])[CH:11]=1. The yield is 0.660. (6) The reactants are C(OC([N:8]1[C:16]2[C:11](=[CH:12][C:13]([N:17](C(OC(C)(C)C)=O)[C:18]3[CH:23]=[CH:22][N:21]=[C:20]([C:24]4[CH:29]=[CH:28][CH:27]=[C:26]([O:30][CH:31]5[CH2:36][CH2:35][N:34](C(OC(C)(C)C)=O)[CH2:33][CH2:32]5)[CH:25]=4)[N:19]=3)=[CH:14][CH:15]=2)[CH:10]=[N:9]1)=O)(C)(C)C. The catalyst is Cl.CCOCC.O. The product is [NH:34]1[CH2:35][CH2:36][CH:31]([O:30][C:26]2[CH:25]=[C:24]([C:20]3[N:19]=[C:18]([NH:17][C:13]4[CH:12]=[C:11]5[C:16](=[CH:15][CH:14]=4)[NH:8][N:9]=[CH:10]5)[CH:23]=[CH:22][N:21]=3)[CH:29]=[CH:28][CH:27]=2)[CH2:32][CH2:33]1. The yield is 0.210. (7) The reactants are [CH2:1]([N:3]([CH2:25][CH3:26])[C:4](=[O:24])[C:5]1[CH:10]=[CH:9][C:8]([C:11](=[C:18]2[CH2:23][CH2:22][NH:21][CH2:20][CH2:19]2)[C:12]2[CH:17]=[CH:16][CH:15]=[CH:14][CH:13]=2)=[CH:7][CH:6]=1)[CH3:2].[C:27](=O)([O-])[O-].[K+].[K+].CI. The catalyst is C(#N)C. The product is [CH2:25]([N:3]([CH2:1][CH3:2])[C:4](=[O:24])[C:5]1[CH:6]=[CH:7][C:8]([C:11](=[C:18]2[CH2:23][CH2:22][N:21]([CH3:27])[CH2:20][CH2:19]2)[C:12]2[CH:17]=[CH:16][CH:15]=[CH:14][CH:13]=2)=[CH:9][CH:10]=1)[CH3:26]. The yield is 0.280. (8) The reactants are [Cl:1][CH2:2][CH2:3][CH2:4][O:5][C:6]1[CH:11]=[CH:10][C:9]([C:12]2[O:13][C:14]([C:18]([OH:20])=O)=[C:15]([CH3:17])[N:16]=2)=[CH:8][CH:7]=1.C(N(CC)CC)C.S(Cl)(Cl)=O.[CH:32]1([CH2:35][NH:36][CH2:37][CH2:38][CH3:39])[CH2:34][CH2:33]1. The catalyst is C(Cl)(Cl)Cl. The product is [Cl:1][CH2:2][CH2:3][CH2:4][O:5][C:6]1[CH:7]=[CH:8][C:9]([C:12]2[O:13][C:14]([C:18]([N:36]([CH2:35][CH:32]3[CH2:34][CH2:33]3)[CH2:37][CH2:38][CH3:39])=[O:20])=[C:15]([CH3:17])[N:16]=2)=[CH:10][CH:11]=1. The yield is 0.970. (9) The reactants are [C:1]([O:9]CC)(=O)[CH2:2][C:3]([O:5][CH2:6][CH3:7])=[O:4].[H-].[Na+].[H][H].[Cl:16][C:17]1[CH:36]=[CH:35][C:20]2[N:21]([CH2:27][C:28]3[CH:33]=[CH:32][C:31]([F:34])=[CH:30][CH:29]=3)C(=O)[O:23][C:24](=O)[C:19]=2[CH:18]=1.Cl. The catalyst is CC(N(C)C)=O. The product is [CH2:6]([O:5][C:3]([C:2]1[C:1](=[O:9])[N:21]([CH2:27][C:28]2[CH:33]=[CH:32][C:31]([F:34])=[CH:30][CH:29]=2)[C:20]2[C:19]([C:24]=1[OH:23])=[CH:18][C:17]([Cl:16])=[CH:36][CH:35]=2)=[O:4])[CH3:7]. The yield is 0.850.